The task is: Predict the reactants needed to synthesize the given product.. This data is from Full USPTO retrosynthesis dataset with 1.9M reactions from patents (1976-2016). (1) Given the product [Cl:1][C:2]1[CH:7]=[C:6]([CH2:8][CH2:9][C:10]2([CH:30]3[CH2:34][CH2:33][CH2:32][CH2:31]3)[CH2:15][C:14]([OH:16])=[C:13]([CH2:17][C:18]3[N:28]=[C:21]4[N:22]=[CH:23][C:24]([Cl:40])=[CH:25][N:20]4[N:19]=3)[C:12](=[O:29])[O:11]2)[CH:5]=[CH:4][C:3]=1[C:35]1([C:38]#[N:39])[CH2:36][CH2:37]1, predict the reactants needed to synthesize it. The reactants are: [Cl:1][C:2]1[CH:7]=[C:6]([CH2:8][CH2:9][C:10]2([CH:30]3[CH2:34][CH2:33][CH2:32][CH2:31]3)[CH2:15][C:14]([OH:16])=[C:13]([CH2:17][C:18]3[N:28]=[C:21]4[N:22]=[C:23](C)[CH:24]=[C:25](C)[N:20]4[N:19]=3)[C:12](=[O:29])[O:11]2)[CH:5]=[CH:4][C:3]=1[C:35]1([C:38]#[N:39])[CH2:37][CH2:36]1.[Cl:40]C1C=C(CCC2(C3CCCC3)OC(=O)CC(=O)C2)C=C(CC)C=1OC.CC1C=NC2N(N=C(C=O)N=2)C=1. (2) The reactants are: [CH:1]1([C:4]2[CH:5]=[C:6]([C:18]#[CH:19])[CH:7]=[C:8]3[C:13]=2[O:12][C:11]([CH3:15])([CH3:14])[CH2:10][C:9]3([CH3:17])[CH3:16])[CH2:3][CH2:2]1.[CH2:20]([O:22][C:23](=[O:33])[CH2:24][C:25]1[CH:30]=[CH:29][C:28](I)=[CH:27][C:26]=1[F:32])[CH3:21].C(N(CC)CC)C. Given the product [CH2:20]([O:22][C:23](=[O:33])[CH2:24][C:25]1[CH:30]=[CH:29][C:28]([C:19]#[C:18][C:6]2[CH:7]=[C:8]3[C:13](=[C:4]([CH:1]4[CH2:3][CH2:2]4)[CH:5]=2)[O:12][C:11]([CH3:14])([CH3:15])[CH2:10][C:9]3([CH3:17])[CH3:16])=[CH:27][C:26]=1[F:32])[CH3:21], predict the reactants needed to synthesize it. (3) The reactants are: [C:1]1([C:7]2([C:14]3[CH:19]=[CH:18][CH:17]=[CH:16][CH:15]=3)[CH2:12][CH2:11][C:10](=[O:13])[CH:9]=[CH:8]2)[CH:6]=[CH:5][CH:4]=[CH:3][CH:2]=1. Given the product [C:1]1([C:7]2([C:14]3[CH:19]=[CH:18][CH:17]=[CH:16][CH:15]=3)[CH2:8][CH2:9][CH:10]([OH:13])[CH2:11][CH2:12]2)[CH:2]=[CH:3][CH:4]=[CH:5][CH:6]=1, predict the reactants needed to synthesize it. (4) Given the product [CH3:31][O:30][C:29]1[C:3](=[O:2])[C:4]([CH3:36])=[C:5]([CH2:6][C:7]2[CH:8]=[CH:9][C:10]([O:21][CH2:22][C:23]([O:25][CH3:26])=[O:24])=[C:11]([CH:20]=2)[C:12]([N:14]2[CH2:15][CH2:16][CH2:17][CH2:18][CH2:19]2)=[O:13])[C:27](=[O:34])[C:28]=1[O:32][CH3:33], predict the reactants needed to synthesize it. The reactants are: C[O:2][C:3]1[C:4]([CH3:36])=[C:5]([C:27]([O:34]C)=[C:28]([O:32][CH3:33])[C:29]=1[O:30][CH3:31])[CH2:6][C:7]1[CH:8]=[CH:9][C:10]([O:21][CH2:22][C:23]([O:25][CH3:26])=[O:24])=[C:11]([CH:20]=1)[C:12]([N:14]1[CH2:19][CH2:18][CH2:17][CH2:16][CH2:15]1)=[O:13].O=[N+]([O-])[O-].[O-][N+](=O)[O-].[O-][N+](=O)[O-].[O-][N+](=O)[O-].[O-][N+](=O)[O-].[O-][N+](=O)[O-].[Ce+4].[NH4+].[NH4+]. (5) Given the product [F:3][C:4]1[CH:5]=[C:6]([CH:10]2[N:15]([CH2:31][C:32]([O:34][CH3:35])=[O:33])[C:14](=[O:16])[C:13]3([CH2:17][O:18][CH2:19][CH2:20][O:21][CH2:22]3)[N:12]([C:23]([O:25][C:26]([CH3:29])([CH3:28])[CH3:27])=[O:24])[CH2:11]2)[CH:7]=[CH:8][CH:9]=1, predict the reactants needed to synthesize it. The reactants are: [H-].[Na+].[F:3][C:4]1[CH:5]=[C:6]([CH:10]2[NH:15][C:14](=[O:16])[C:13]3([CH2:22][O:21][CH2:20][CH2:19][O:18][CH2:17]3)[N:12]([C:23]([O:25][C:26]([CH3:29])([CH3:28])[CH3:27])=[O:24])[CH2:11]2)[CH:7]=[CH:8][CH:9]=1.Br[CH2:31][C:32]([O:34][CH3:35])=[O:33]. (6) Given the product [F:20][CH:21]([F:25])[C:22](=[O:23])[C:8](=[CH:7][N:1]1[CH2:6][CH2:5][CH2:4][CH2:3][CH2:2]1)[C:9]([O:11][CH3:12])=[O:10], predict the reactants needed to synthesize it. The reactants are: [N:1]1([CH:7]=[CH:8][C:9]([O:11][CH3:12])=[O:10])[CH2:6][CH2:5][CH2:4][CH2:3][CH2:2]1.C(N(CC)CC)C.[F:20][CH:21]([F:25])[C:22](Cl)=[O:23].